This data is from Tyrosyl-DNA phosphodiesterase HTS with 341,365 compounds. The task is: Binary Classification. Given a drug SMILES string, predict its activity (active/inactive) in a high-throughput screening assay against a specified biological target. (1) The compound is O(Cc1onc(C(=O)NCc2n3c(nc2)cccc3)c1)c1cc(OC)ccc1. The result is 0 (inactive). (2) The drug is Clc1ccc(c2[nH]nc(c3ccc([N+]([O-])=O)cc3)c2)cc1. The result is 1 (active).